This data is from CYP2C9 inhibition data for predicting drug metabolism from PubChem BioAssay. The task is: Regression/Classification. Given a drug SMILES string, predict its absorption, distribution, metabolism, or excretion properties. Task type varies by dataset: regression for continuous measurements (e.g., permeability, clearance, half-life) or binary classification for categorical outcomes (e.g., BBB penetration, CYP inhibition). Dataset: cyp2c9_veith. (1) The molecule is COc1ccccc1-c1nc(N(C)C)c2ccccc2n1. The result is 0 (non-inhibitor). (2) The molecule is CC(C)CNC(=S)NC1CC2CCC(C1)N2Cc1ccccc1. The result is 0 (non-inhibitor).